From a dataset of Reaction yield outcomes from USPTO patents with 853,638 reactions. Predict the reaction yield, written as a fraction of the theoretical maximum amount of product (1.0 means a 100% yield; for example, 0.34 means a 34% yield). (1) The reactants are C(OC(N[C:9]1[CH:10]=[CH:11][C:12](O)=[C:13]([CH:17]=1)C(O)=O)=O)(C)(C)C.OS(O)(=O)=O.[CH2:24]([Cl:26])[Cl:25]. No catalyst specified. The product is [CH2:24]([Cl:26])[Cl:25].[CH3:11][CH2:10][CH2:9][CH2:17][CH2:13][CH3:12]. The yield is 0.830. (2) The reactants are F.F.F.C(N(CC)CC)C.[Si]([O:28][CH2:29][C@H:30]1[O:34][C@@H:33]([N:35]2[CH:42]=[C:41]([CH3:43])[C:39](=[O:40])[NH:38][C:36]2=[O:37])[C@H:32]([O:44][CH2:45][CH2:46][O:47][N:48]([CH3:50])[CH3:49])[C@@H:31]1[OH:51])(C(C)(C)C)(C1C=CC=CC=1)C1C=CC=CC=1.CO. The catalyst is C1COCC1.C(Cl)Cl. The product is [CH3:49][N:48]([CH3:50])[O:47][CH2:46][CH2:45][O:44][C@@H:32]1[C@H:31]([OH:51])[C@@H:30]([CH2:29][OH:28])[O:34][C@H:33]1[N:35]1[CH:42]=[C:41]([CH3:43])[C:39](=[O:40])[NH:38][C:36]1=[O:37]. The yield is 0.925. (3) The reactants are [Li]CCCC.N(C(C)C)C(C)C.[Br:13][C:14]1[N:15]=[C:16]([C:19]([F:22])([F:21])[F:20])[S:17][CH:18]=1.[C:23](=[O:25])=[O:24]. The catalyst is C1COCC1.C(OCC)(=O)C. The product is [Br:13][C:14]1[N:15]=[C:16]([C:19]([F:22])([F:21])[F:20])[S:17][C:18]=1[C:23]([OH:25])=[O:24]. The yield is 0.710. (4) The catalyst is C1COCC1. The yield is 0.650. The product is [C:1]1([C:7](=[N:14][C:15]2[CH:16]=[N:17][CH:18]=[C:19]([CH:26]=2)[CH:20]=[O:21])[C:8]2[CH:13]=[CH:12][CH:11]=[CH:10][CH:9]=2)[CH:6]=[CH:5][CH:4]=[CH:3][CH:2]=1. The reactants are [C:1]1([C:7](=[N:14][C:15]2[CH:16]=[N:17][CH:18]=[C:19]([CH:26]=2)[C:20](N(OC)C)=[O:21])[C:8]2[CH:13]=[CH:12][CH:11]=[CH:10][CH:9]=2)[CH:6]=[CH:5][CH:4]=[CH:3][CH:2]=1.[H-].C([Al+]C(C)C)(C)C.O.C(OCC)(=O)C.